The task is: Predict which catalyst facilitates the given reaction.. This data is from Catalyst prediction with 721,799 reactions and 888 catalyst types from USPTO. (1) Reactant: [H-].[Na+].[CH3:3][O:4][C:5]1[CH:12]=[CH:11][CH:10]=[CH:9][C:6]=1[CH:7]=O.[CH3:13]S(C)=O. Product: [CH3:3][O:4][C:5]1[CH:12]=[CH:11][CH:10]=[CH:9][C:6]=1[CH:7]=[CH2:13]. The catalyst class is: 629. (2) Reactant: [N:1]1[CH:6]=[CH:5][CH:4]=[N:3][C:2]=1[NH:7][CH2:8][CH:9]1[CH2:14][CH2:13][N:12]([C:15]([O:17]CC2C=CC=CC=2)=O)[CH2:11][CH2:10]1.N1CCCCC1.C(Cl)CCl.C1C=CC2N(O)N=NC=2C=1.[S:45]1[CH:49]=[CH:48][CH:47]=[C:46]1[CH2:50][CH2:51][CH2:52]C(O)=O. The catalyst class is: 3. Product: [N:3]1[CH:4]=[CH:5][CH:6]=[N:1][C:2]=1[NH:7][CH2:8][CH:9]1[CH2:10][CH2:11][N:12]([C:15](=[O:17])[CH2:52][CH2:51][CH2:50][C:46]2[S:45][CH:49]=[CH:48][CH:47]=2)[CH2:13][CH2:14]1.